From a dataset of NCI-60 drug combinations with 297,098 pairs across 59 cell lines. Regression. Given two drug SMILES strings and cell line genomic features, predict the synergy score measuring deviation from expected non-interaction effect. (1) Drug 1: C1CC(=O)NC(=O)C1N2CC3=C(C2=O)C=CC=C3N. Drug 2: CC(C1=C(C=CC(=C1Cl)F)Cl)OC2=C(N=CC(=C2)C3=CN(N=C3)C4CCNCC4)N. Cell line: OVCAR-5. Synergy scores: CSS=5.66, Synergy_ZIP=-3.50, Synergy_Bliss=-1.55, Synergy_Loewe=-2.02, Synergy_HSA=-1.99. (2) Drug 1: CC1CCC2CC(C(=CC=CC=CC(CC(C(=O)C(C(C(=CC(C(=O)CC(OC(=O)C3CCCCN3C(=O)C(=O)C1(O2)O)C(C)CC4CCC(C(C4)OC)O)C)C)O)OC)C)C)C)OC. Drug 2: COC1=C2C(=CC3=C1OC=C3)C=CC(=O)O2. Cell line: UACC-257. Synergy scores: CSS=2.93, Synergy_ZIP=-1.04, Synergy_Bliss=-1.19, Synergy_Loewe=-2.64, Synergy_HSA=-0.654. (3) Drug 1: CN1C(=O)N2C=NC(=C2N=N1)C(=O)N. Drug 2: CC12CCC3C(C1CCC2OP(=O)(O)O)CCC4=C3C=CC(=C4)OC(=O)N(CCCl)CCCl.[Na+]. Cell line: HCT116. Synergy scores: CSS=8.34, Synergy_ZIP=-1.46, Synergy_Bliss=-1.22, Synergy_Loewe=-18.7, Synergy_HSA=-7.89. (4) Drug 1: COC1=CC(=CC(=C1O)OC)C2C3C(COC3=O)C(C4=CC5=C(C=C24)OCO5)OC6C(C(C7C(O6)COC(O7)C8=CC=CS8)O)O. Drug 2: CN(C)C1=NC(=NC(=N1)N(C)C)N(C)C. Cell line: HOP-62. Synergy scores: CSS=30.8, Synergy_ZIP=1.30, Synergy_Bliss=0.732, Synergy_Loewe=-48.9, Synergy_HSA=-2.91. (5) Drug 1: CN1C(=O)N2C=NC(=C2N=N1)C(=O)N. Drug 2: CS(=O)(=O)CCNCC1=CC=C(O1)C2=CC3=C(C=C2)N=CN=C3NC4=CC(=C(C=C4)OCC5=CC(=CC=C5)F)Cl. Cell line: HOP-92. Synergy scores: CSS=2.91, Synergy_ZIP=-2.87, Synergy_Bliss=-5.49, Synergy_Loewe=-11.9, Synergy_HSA=-5.88. (6) Drug 1: C1CC(C1)(C(=O)O)C(=O)O.[NH2-].[NH2-].[Pt+2]. Drug 2: C(CN)CNCCSP(=O)(O)O. Cell line: NCI-H522. Synergy scores: CSS=17.2, Synergy_ZIP=-3.95, Synergy_Bliss=0.450, Synergy_Loewe=-23.0, Synergy_HSA=-0.0403. (7) Drug 1: CN(C)C1=NC(=NC(=N1)N(C)C)N(C)C. Drug 2: CC1=C(C(CCC1)(C)C)C=CC(=CC=CC(=CC(=O)O)C)C. Cell line: MALME-3M. Synergy scores: CSS=26.9, Synergy_ZIP=-2.12, Synergy_Bliss=1.58, Synergy_Loewe=-18.2, Synergy_HSA=-2.89.